This data is from Forward reaction prediction with 1.9M reactions from USPTO patents (1976-2016). The task is: Predict the product of the given reaction. (1) Given the reactants Br[C:2]1[CH:7]=[CH:6][CH:5]=[CH:4][C:3]=1[C:8]1[CH:13]=[CH:12][CH:11]=[CH:10][C:9]=1[Br:14].[Li]CCCC.CCCCCC.[C:26]([C:29]1[CH:34]=[CH:33][CH:32]=[CH:31][CH:30]=1)(=O)[CH3:27], predict the reaction product. The product is: [Br:14][C:9]1[C:8]2[C:3]3[C:2](=[CH:7][CH:6]=[CH:5][CH:4]=3)[C:26]([CH3:27])([C:29]3[CH:34]=[CH:33][CH:32]=[CH:31][CH:30]=3)[C:13]=2[CH:12]=[CH:11][CH:10]=1. (2) The product is: [Br:1][C:2]1[CH:3]=[CH:4][C:5]([C:8]([N:11]2[CH2:15][CH:14]([OH:16])[CH2:12]2)([CH3:9])[CH3:10])=[CH:6][CH:7]=1. Given the reactants [Br:1][C:2]1[CH:7]=[CH:6][C:5]([C:8]([NH2:11])([CH3:10])[CH3:9])=[CH:4][CH:3]=1.[CH2:12]([CH:14]1[O:16][CH2:15]1)Cl, predict the reaction product. (3) Given the reactants [O:1]=[C:2]1[C:11]2[C:6](=[N:7][CH:8]=[CH:9][CH:10]=2)[O:5][C:4]([C:12]2[CH:13]=[C:14]([CH:19]=[CH:20][CH:21]=2)[C:15]([O:17][CH3:18])=[O:16])=[CH:3]1.[BH4-].[Na+].[Cr](Cl)([O-])(=O)=O.[NH+]1C=CC=CC=1, predict the reaction product. The product is: [O:1]=[C:2]1[C:11]2[C:6](=[N:7][CH:8]=[CH:9][CH:10]=2)[O:5][CH:4]([C:12]2[CH:13]=[C:14]([CH:19]=[CH:20][CH:21]=2)[C:15]([O:17][CH3:18])=[O:16])[CH2:3]1.